This data is from Forward reaction prediction with 1.9M reactions from USPTO patents (1976-2016). The task is: Predict the product of the given reaction. (1) Given the reactants [NH2:1][C:2]1[CH:29]=[CH:28][C:5]2[N:6]([C:9]3[S:13][C:12]([C:14]([O:16]C)=O)=[C:11]([O:18][CH:19]([C:21]4[CH:26]=[CH:25][CH:24]=[CH:23][C:22]=4[Cl:27])[CH3:20])[CH:10]=3)[CH:7]=[N:8][C:4]=2[CH:3]=1.[NH3:30], predict the reaction product. The product is: [NH2:1][C:2]1[CH:29]=[CH:28][C:5]2[N:6]([C:9]3[S:13][C:12]([C:14]([NH2:30])=[O:16])=[C:11]([O:18][CH:19]([C:21]4[CH:26]=[CH:25][CH:24]=[CH:23][C:22]=4[Cl:27])[CH3:20])[CH:10]=3)[CH:7]=[N:8][C:4]=2[CH:3]=1. (2) Given the reactants C(O)(C(F)(F)F)=O.O.C([O:13][C:14](=[O:46])[CH2:15][CH:16]([C:29](=[O:45])[N:30]([C:33]1[CH:38]=[CH:37][C:36]([C:39]2[CH:44]=[CH:43][CH:42]=[CH:41][CH:40]=2)=[CH:35][CH:34]=1)[CH2:31][CH3:32])[CH:17]([CH2:21][CH2:22][C:23]1[CH:28]=[CH:27][CH:26]=[CH:25][CH:24]=1)[C:18]([OH:20])=[O:19])(C)(C)C, predict the reaction product. The product is: [C:36]1([C:39]2[CH:40]=[CH:41][CH:42]=[CH:43][CH:44]=2)[CH:35]=[CH:34][C:33]([N:30]([CH2:31][CH3:32])[C:29]([CH:16]([CH2:15][C:14]([OH:46])=[O:13])[CH:17]([CH2:21][CH2:22][C:23]2[CH:24]=[CH:25][CH:26]=[CH:27][CH:28]=2)[C:18]([OH:20])=[O:19])=[O:45])=[CH:38][CH:37]=1. (3) Given the reactants FC(F)(F)OCC[O:6][CH2:7][CH2:8][O:9][C:10]([F:13])([F:12])[F:11].[F:16][C:17]([F:30])([F:29])[S:18](O[S:18]([C:17]([F:30])([F:29])[F:16])(=[O:20])=[O:19])(=[O:20])=[O:19].OS(C(F)(F)F)(=O)=O, predict the reaction product. The product is: [F:16][C:17]([F:30])([F:29])[S:18]([O:6][CH2:7][CH2:8][O:9][C:10]([F:11])([F:12])[F:13])(=[O:20])=[O:19].